This data is from Reaction yield outcomes from USPTO patents with 853,638 reactions. The task is: Predict the reaction yield, written as a fraction of the theoretical maximum amount of product (1.0 means a 100% yield; for example, 0.34 means a 34% yield). (1) The reactants are [CH2:1]([O:9][C:10]1[CH:15]=[CH:14][C:13](C2CCCC(=O)C=2)=[CH:12][CH:11]=1)[CH2:2]CCCCCC.CC[O:25]C(C)=O. The catalyst is [Pd]. The product is [CH2:1]([O:9][C:10]1[CH2:15][CH2:14][CH2:13][C:12](=[O:25])[CH:11]=1)[CH3:2]. The yield is 0.600. (2) The reactants are O1CCOCC1.Cl[C:8]1[CH:13]=[C:12]([CH:14]([S:23][C:24]2[CH:29]=[CH:28][C:27]([Cl:30])=[CH:26][CH:25]=2)[C:15]2[CH:20]=[C:19]([F:21])[CH:18]=[CH:17][C:16]=2[F:22])[C:11]([Cl:31])=[CH:10][N:9]=1.[NH2:32][CH2:33][C:34]1[CH:39]=[CH:38][N:37]=[CH:36][CH:35]=1. The catalyst is CCCCCC. The product is [Cl:31][C:11]1[C:12]([CH:14]([S:23][C:24]2[CH:25]=[CH:26][C:27]([Cl:30])=[CH:28][CH:29]=2)[C:15]2[CH:20]=[C:19]([F:21])[CH:18]=[CH:17][C:16]=2[F:22])=[CH:13][C:8]([NH:32][CH2:33][C:34]2[CH:39]=[CH:38][N:37]=[CH:36][CH:35]=2)=[N:9][CH:10]=1. The yield is 0.140. (3) The reactants are [N+:1]([C:4]1[N:5]=[C:6]([S:9][C:10]2[CH:15]=[CH:14][C:13]([N+:16]([O-:18])=[O:17])=[CH:12][CH:11]=2)[NH:7][CH:8]=1)([O-:3])=[O:2].[CH3:19]N(C)C=O.C(=O)([O-])[O-].[K+].[K+].[F-].[Cs+].[C:32]([O:35][CH2:36][CH3:37])(=O)C. The catalyst is O. The product is [CH3:19][C@@:36]1([CH2:37][N:7]2[CH:8]=[C:4]([N+:1]([O-:3])=[O:2])[N:5]=[C:6]2[S:9][C:10]2[CH:11]=[CH:12][C:13]([N+:16]([O-:18])=[O:17])=[CH:14][CH:15]=2)[CH2:32][O:35]1. The yield is 0.740. (4) The reactants are [CH3:1][C:2]1[C:6]([C:7]([O:9][CH3:10])=[O:8])=[CH:5][NH:4][N:3]=1.Br[CH2:12][C:13]1[CH:18]=[CH:17][CH:16]=[CH:15][CH:14]=1.C(=O)([O-])[O-].[K+].[K+]. The catalyst is CN(C)C=O. The product is [CH2:12]([N:3]1[C:2]([CH3:1])=[C:6]([C:7]([O:9][CH3:10])=[O:8])[CH:5]=[N:4]1)[C:13]1[CH:18]=[CH:17][CH:16]=[CH:15][CH:14]=1. The yield is 0.420. (5) The reactants are Br[C:2]1[CH:3]=[C:4]([C:8]2([C:18]3[CH:23]=[CH:22][N:21]=[C:20]([CH:24]([CH3:26])[CH3:25])[CH:19]=3)[C:16]3[C:11](=[CH:12][CH:13]=[CH:14][CH:15]=3)[C:10]([NH2:17])=[N:9]2)[CH:5]=[CH:6][CH:7]=1.[N:27]1[CH:32]=[C:31](B(O)O)[CH:30]=[N:29][CH:28]=1. No catalyst specified. The product is [CH:24]([C:20]1[CH:19]=[C:18]([C:8]2([C:4]3[CH:5]=[CH:6][CH:7]=[C:2]([C:31]4[CH:32]=[N:27][CH:28]=[N:29][CH:30]=4)[CH:3]=3)[C:16]3[C:11](=[CH:12][CH:13]=[CH:14][CH:15]=3)[C:10]([NH2:17])=[N:9]2)[CH:23]=[CH:22][N:21]=1)([CH3:25])[CH3:26]. The yield is 0.580. (6) The reactants are [NH:1]1[C:9]2[C:4](=[CH:5][CH:6]=[CH:7][CH:8]=2)[CH:3]=[CH:2]1.Cl.O.[NH:12]1[CH2:17][CH2:16][C:15](=O)[CH2:14][CH2:13]1.[OH-].[K+].O. The catalyst is CO. The product is [NH:12]1[CH2:13][CH:14]=[C:15]([C:3]2[C:4]3[C:9](=[CH:8][CH:7]=[CH:6][CH:5]=3)[NH:1][CH:2]=2)[CH2:16][CH2:17]1. The yield is 0.870.